This data is from Forward reaction prediction with 1.9M reactions from USPTO patents (1976-2016). The task is: Predict the product of the given reaction. (1) Given the reactants Cl.[NH2:2][C:3]1([C:6]([O:8][CH3:9])=[O:7])[CH2:5][CH2:4]1.[C:10]([C:14]1[CH:15]=[C:16]([CH:20]=[C:21]([C:24]([CH3:27])([CH3:26])[CH3:25])[C:22]=1[OH:23])[C:17](O)=[O:18])([CH3:13])([CH3:12])[CH3:11].CN(C(ON1N=NC2C=CC=NC1=2)=[N+](C)C)C.F[P-](F)(F)(F)(F)F, predict the reaction product. The product is: [C:24]([C:21]1[CH:20]=[C:16]([CH:15]=[C:14]([C:10]([CH3:13])([CH3:12])[CH3:11])[C:22]=1[OH:23])[C:17]([NH:2][C:3]1([C:6]([O:8][CH3:9])=[O:7])[CH2:5][CH2:4]1)=[O:18])([CH3:27])([CH3:26])[CH3:25]. (2) Given the reactants [CH:1](NC(C)C)(C)C.[CH2:8]([C@H:10]1[C@@H:14]([OH:15])[CH2:13][C:12](=[O:16])[N:11]1[C:17]1[CH:24]=[CH:23][C:20]([C:21]#[N:22])=[C:19]([O:25][CH3:26])[CH:18]=1)[CH3:9].IC.[Cl-].[NH4+], predict the reaction product. The product is: [CH2:8]([C@H:10]1[C@@H:14]([OH:15])[C@H:13]([CH3:1])[C:12](=[O:16])[N:11]1[C:17]1[CH:24]=[CH:23][C:20]([C:21]#[N:22])=[C:19]([O:25][CH3:26])[CH:18]=1)[CH3:9]. (3) Given the reactants [CH:1]([O:4][C:5]([N:7]1[CH2:12][CH2:11][CH:10]([C@H:13]([CH3:24])[CH2:14][CH2:15][O:16][C:17]2[CH:18]=[N:19][C:20](Cl)=[N:21][CH:22]=2)[CH2:9][CH2:8]1)=[O:6])([CH3:3])[CH3:2].[C:25]([O:29][C:30](=[O:45])[NH:31][C@H:32]1[C@H:36]([C:37]2[CH:42]=[CH:41][C:40]([F:43])=[CH:39][C:38]=2[F:44])[CH2:35][NH:34][CH2:33]1)([CH3:28])([CH3:27])[CH3:26].C1CCN2C(=NCCC2)CC1, predict the reaction product. The product is: [CH:1]([O:4][C:5]([N:7]1[CH2:12][CH2:11][CH:10]([C@H:13]([CH3:24])[CH2:14][CH2:15][O:16][C:17]2[CH:18]=[N:19][C:20]([N:34]3[CH2:35][C@@H:36]([C:37]4[CH:42]=[CH:41][C:40]([F:43])=[CH:39][C:38]=4[F:44])[C@H:32]([NH:31][C:30]([O:29][C:25]([CH3:28])([CH3:27])[CH3:26])=[O:45])[CH2:33]3)=[N:21][CH:22]=2)[CH2:9][CH2:8]1)=[O:6])([CH3:3])[CH3:2]. (4) Given the reactants C(OC([N:8]1[CH2:13][CH2:12][N:11]([C:14]2[CH:22]=[CH:21][CH:20]=[C:19]3[C:15]=2[C:16]([CH3:33])([CH3:32])[C:17](=[O:31])[N:18]3[CH2:23][C:24]2[CH:29]=[CH:28][CH:27]=[C:26]([F:30])[CH:25]=2)[CH2:10][CH2:9]1)=O)(C)(C)C.Cl.CCO.C(OCC)C, predict the reaction product. The product is: [F:30][C:26]1[CH:25]=[C:24]([CH:29]=[CH:28][CH:27]=1)[CH2:23][N:18]1[C:19]2[C:15](=[C:14]([N:11]3[CH2:10][CH2:9][NH:8][CH2:13][CH2:12]3)[CH:22]=[CH:21][CH:20]=2)[C:16]([CH3:33])([CH3:32])[C:17]1=[O:31]. (5) Given the reactants Cl.[NH2:2][OH:3].C(=O)([O-])[O-].[Na+].[Na+].[N:10]1([C:16]2[C:17]3[C:24]([C:25]4[CH:26]=[C:27]([CH:30]=[CH:31][CH:32]=4)[C:28]#[N:29])=[CH:23][N:22]([CH2:33][O:34][CH2:35][CH2:36][Si:37]([CH3:40])([CH3:39])[CH3:38])[C:18]=3[N:19]=[CH:20][N:21]=2)[CH2:15][CH2:14][O:13][CH2:12][CH2:11]1, predict the reaction product. The product is: [OH:3][N:2]=[C:28]([C:27]1[CH:30]=[CH:31][CH:32]=[C:25]([C:24]2[C:17]3[C:16]([N:10]4[CH2:11][CH2:12][O:13][CH2:14][CH2:15]4)=[N:21][CH:20]=[N:19][C:18]=3[N:22]([CH2:33][O:34][CH2:35][CH2:36][Si:37]([CH3:40])([CH3:39])[CH3:38])[CH:23]=2)[CH:26]=1)[NH2:29]. (6) Given the reactants [C:1]([N:5]1[C:9]([C:10]2[CH:15]=[CH:14][CH:13]=[CH:12][CH:11]=2)=[CH:8][C:7]([C:16]([NH:18][C:19]2[CH:24]=[CH:23][C:22]([CH:25]=O)=[CH:21][C:20]=2[Cl:27])=[O:17])=[N:6]1)([CH3:4])([CH3:3])[CH3:2].[NH:28]1[CH2:31][CH:30]([C:32]([OH:34])=[O:33])[CH2:29]1.C(O)(=O)C.C([BH3-])#N.[Na+], predict the reaction product. The product is: [C:1]([N:5]1[C:9]([C:10]2[CH:11]=[CH:12][CH:13]=[CH:14][CH:15]=2)=[CH:8][C:7]([C:16]([NH:18][C:19]2[CH:24]=[CH:23][C:22]([CH2:25][N:28]3[CH2:31][CH:30]([C:32]([OH:34])=[O:33])[CH2:29]3)=[CH:21][C:20]=2[Cl:27])=[O:17])=[N:6]1)([CH3:4])([CH3:2])[CH3:3].